From a dataset of Reaction yield outcomes from USPTO patents with 853,638 reactions. Predict the reaction yield, written as a fraction of the theoretical maximum amount of product (1.0 means a 100% yield; for example, 0.34 means a 34% yield). (1) The yield is 0.860. The catalyst is CCO.[Pd]. The reactants are [CH3:1][O:2][C:3]1[CH:4]=[C:5]([P:12](=[O:15])([CH3:14])[CH3:13])[CH:6]=[CH:7][C:8]=1[N+:9]([O-])=O. The product is [CH3:14][P:12]([C:5]1[CH:6]=[CH:7][C:8]([NH2:9])=[C:3]([O:2][CH3:1])[CH:4]=1)([CH3:13])=[O:15]. (2) The reactants are [Cl:1][C:2]1[CH:9]=[CH:8][C:5]([C:6]#[N:7])=[C:4]([O:10][C:11]2[CH:16]=[CH:15][CH:14]=[C:13]([CH2:17]Cl)[C:12]=2[CH2:19][CH3:20])[CH:3]=1.[CH3:21][NH2:22].[C:23]([OH:30])(=[O:29])/[CH:24]=[CH:25]/[C:26]([OH:28])=[O:27]. The catalyst is C(O)C.CO. The product is [C:23]([OH:30])(=[O:29])/[CH:24]=[CH:25]/[C:26]([OH:28])=[O:27].[Cl:1][C:2]1[CH:9]=[CH:8][C:5]([C:6]#[N:7])=[C:4]([O:10][C:11]2[CH:16]=[CH:15][CH:14]=[C:13]([CH2:17][NH:22][CH3:21])[C:12]=2[CH2:19][CH3:20])[CH:3]=1. The yield is 0.860. (3) The reactants are [CH3:1][C:2]1[CH:3]=[C:4]([NH:8][C:9](=O)[CH2:10][N:11]2[CH2:16][CH2:15][N:14]([C:17]3[CH:22]=[CH:21][CH:20]=[CH:19][N:18]=3)[CH2:13][C@@H:12]2[CH3:23])[CH:5]=[CH:6][CH:7]=1.COC1C=CC(P2(=S)SP(=S)(C3C=CC(OC)=CC=3)[S:34]2)=CC=1. The catalyst is C1(C)C=CC=CC=1. The product is [CH3:1][C:2]1[CH:3]=[C:4]([NH:8][C:9](=[S:34])[CH2:10][N:11]2[CH2:16][CH2:15][N:14]([C:17]3[CH:22]=[CH:21][CH:20]=[CH:19][N:18]=3)[CH2:13][C@@H:12]2[CH3:23])[CH:5]=[CH:6][CH:7]=1. The yield is 0.820. (4) The reactants are [H-].[Na+].[C:3]([CH2:5]P(=O)(OCC)OCC)#[N:4].[Br:14]Br.[C:16]([O:20][C:21]([N:23]1[CH2:28][CH2:27][C:26](=O)[CH2:25][CH2:24]1)=[O:22])([CH3:19])([CH3:18])[CH3:17]. The catalyst is C1COCC1. The product is [C:16]([O:20][C:21]([N:23]1[CH2:28][CH2:27][C:26](=[C:5]([Br:14])[C:3]#[N:4])[CH2:25][CH2:24]1)=[O:22])([CH3:19])([CH3:18])[CH3:17]. The yield is 0.740. (5) The reactants are [CH3:1][O:2][C:3]1[CH:8]=[CH:7][C:6]([C:9]2([CH:18]3[CH2:23][CH2:22][N:21]([CH:24]([CH3:28])[CH2:25][CH2:26][NH2:27])[CH2:20][CH2:19]3)[O:13][C:12]3[CH:14]=[CH:15][CH:16]=[CH:17][C:11]=3[O:10]2)=[CH:5][CH:4]=1.[CH3:29][C:30]1[C:35]([C:36](O)=[O:37])=[C:34]([CH3:39])[N:33]=[CH:32][N:31]=1. No catalyst specified. The product is [CH3:1][O:2][C:3]1[CH:8]=[CH:7][C:6]([C:9]2([CH:18]3[CH2:23][CH2:22][N:21]([CH:24]([CH3:28])[CH2:25][CH2:26][NH:27][C:36]([C:35]4[C:30]([CH3:29])=[N:31][CH:32]=[N:33][C:34]=4[CH3:39])=[O:37])[CH2:20][CH2:19]3)[O:13][C:12]3[CH:14]=[CH:15][CH:16]=[CH:17][C:11]=3[O:10]2)=[CH:5][CH:4]=1. The yield is 0.630. (6) The reactants are [C:1]([C:5]1[CH:10]=[CH:9][C:8]([OH:11])=[CH:7][CH:6]=1)([CH3:4])([CH3:3])[CH3:2].[CH3:12][C:13]12[CH2:23][CH:17]3[CH2:18][C:19]([CH3:22])([CH2:21][C:15](O)([CH2:16]3)[CH2:14]1)[CH2:20]2.S(=O)(=O)(O)O.C(=O)([O-])O.[Na+]. The catalyst is ClCCl. The product is [C:1]([C:5]1[CH:6]=[CH:7][C:8]([OH:11])=[C:9]([C:17]23[CH2:23][C:13]4([CH3:12])[CH2:14][CH:15]([CH2:21][C:19]([CH3:22])([CH2:20]4)[CH2:18]2)[CH2:16]3)[CH:10]=1)([CH3:4])([CH3:2])[CH3:3]. The yield is 0.590. (7) The reactants are C[Al](C)C.[CH3:5][N:6]1[CH2:11][CH2:10][N:9]([C:12]2[S:16][C:15]([C:17]([O:19]CC)=O)=[CH:14][CH:13]=2)[CH2:8][CH2:7]1.Cl.[CH3:23][O:24][C:25]1[CH:26]=[C:27]([CH2:33][O:34][C:35]2[CH:36]=[C:37]([NH2:40])[NH:38][N:39]=2)[CH:28]=[C:29]([O:31][CH3:32])[CH:30]=1.C(C(C(C([O-])=O)O)O)([O-])=O.[Na+].[K+]. The catalyst is C1(C)C=CC=CC=1.O.C(OCC)(=O)C. The product is [CH3:32][O:31][C:29]1[CH:28]=[C:27]([CH2:33][O:34][C:35]2[CH:36]=[C:37]([NH:40][C:17]([C:15]3[S:16][C:12]([N:9]4[CH2:8][CH2:7][N:6]([CH3:5])[CH2:11][CH2:10]4)=[CH:13][CH:14]=3)=[O:19])[NH:38][N:39]=2)[CH:26]=[C:25]([O:24][CH3:23])[CH:30]=1. The yield is 0.321. (8) The reactants are [CH3:1][C:2]([C:13]1[CH:18]=[CH:17][C:16]([N+:19]([O-])=O)=[CH:15][N:14]=1)([C:8]([O:10][CH2:11][CH3:12])=[O:9])[C:3]([O:5][CH2:6][CH3:7])=[O:4].O. The catalyst is C(O)(=O)C.[Fe]. The product is [NH2:19][C:16]1[CH:17]=[CH:18][C:13]([C:2]([CH3:1])([C:3]([O:5][CH2:6][CH3:7])=[O:4])[C:8]([O:10][CH2:11][CH3:12])=[O:9])=[N:14][CH:15]=1. The yield is 0.990. (9) The reactants are [N:1]1[N:5]2[CH2:6][CH2:7][CH2:8][N:9]([C:11]([O:13][CH2:14][C:15]3[CH:20]=[C:19]([F:21])[CH:18]=[C:17](Br)[CH:16]=3)=[O:12])[CH2:10][C:4]2=[CH:3][C:2]=1[C:23]([O:25][CH2:26][CH3:27])=[O:24].[C:28]1(B(O)O)[CH:33]=[CH:32][CH:31]=[CH:30][CH:29]=1.C([O-])([O-])=O.[K+].[K+]. The catalyst is O1CCOCC1.O.CCOC(C)=O.C1C=CC([P]([Pd]([P](C2C=CC=CC=2)(C2C=CC=CC=2)C2C=CC=CC=2)([P](C2C=CC=CC=2)(C2C=CC=CC=2)C2C=CC=CC=2)[P](C2C=CC=CC=2)(C2C=CC=CC=2)C2C=CC=CC=2)(C2C=CC=CC=2)C2C=CC=CC=2)=CC=1. The product is [N:1]1[N:5]2[CH2:6][CH2:7][CH2:8][N:9]([C:11]([O:13][CH2:14][C:15]3[CH:16]=[C:17]([C:28]4[CH:33]=[CH:32][CH:31]=[CH:30][CH:29]=4)[CH:18]=[C:19]([F:21])[CH:20]=3)=[O:12])[CH2:10][C:4]2=[CH:3][C:2]=1[C:23]([O:25][CH2:26][CH3:27])=[O:24]. The yield is 0.560. (10) The reactants are [CH3:1][CH:2]([CH2:8][CH2:9][CH:10]=[CH2:11])[CH2:3][C@@H:4]([OH:7])[CH2:5][CH3:6].N1C=CC=CC=1.[C:18]1([CH3:28])[CH:23]=[CH:22][C:21]([S:24](Cl)(=[O:26])=[O:25])=[CH:20][CH:19]=1. The catalyst is C(Cl)Cl.CN(C1C=CN=CC=1)C. The product is [CH3:28][C:18]1[CH:23]=[CH:22][C:21]([S:24]([O:7][C@H:4]([CH2:3][CH:2]([CH3:1])[CH2:8][CH2:9][CH:10]=[CH2:11])[CH2:5][CH3:6])(=[O:26])=[O:25])=[CH:20][CH:19]=1. The yield is 0.790.